From a dataset of Catalyst prediction with 721,799 reactions and 888 catalyst types from USPTO. Predict which catalyst facilitates the given reaction. (1) The catalyst class is: 1. Reactant: Cl[C:2]1[CH:3]=[CH:4][C:5]([C:8]2[CH:13]=[CH:12][CH:11]=[CH:10][CH:9]=2)=[N:6][CH:7]=1.[CH2:14]([Mg]Br)[CH3:15]. Product: [CH2:14]([C:2]1[CH:3]=[CH:4][C:5]([C:8]2[CH:13]=[CH:12][CH:11]=[CH:10][CH:9]=2)=[N:6][CH:7]=1)[CH3:15]. (2) Reactant: Br.[Br:2]/[C:3](/[C:11]1[CH:16]=[CH:15][C:14]([Cl:17])=[C:13]([O:18]C)[N:12]=1)=[CH:4]\[C@@H:5]1[NH:9][C:8](=[O:10])[CH2:7][CH2:6]1.O. Product: [Br:2]/[C:3](/[C:11]1[NH:12][C:13](=[O:18])[C:14]([Cl:17])=[CH:15][CH:16]=1)=[CH:4]\[C@H:5]1[CH2:6][CH2:7][C:8](=[O:10])[NH:9]1. The catalyst class is: 12. (3) Product: [OH:15]/[N:14]=[C:7](/[C:3]1[N:2]([CH3:1])[CH:6]=[CH:5][CH:4]=1)\[C:8]([O:10][CH2:11][CH3:12])=[O:9]. Reactant: [CH3:1][N:2]1[CH:6]=[CH:5][CH:4]=[C:3]1[C:7](=O)[C:8]([O:10][CH2:11][CH3:12])=[O:9].[NH2:14][OH:15].Cl.N1C=CC=CC=1. The catalyst class is: 8. (4) Reactant: Br[C:2]1[CH:3]=[N:4][C:5]2[C:10]([CH:11]=1)=[CH:9][CH:8]=[CH:7][CH:6]=2.CNCCNC.[I-:18].[Na+].O. Product: [I:18][C:2]1[CH:3]=[N:4][C:5]2[C:10]([CH:11]=1)=[CH:9][CH:8]=[CH:7][CH:6]=2. The catalyst class is: 12.